Dataset: Reaction yield outcomes from USPTO patents with 853,638 reactions. Task: Predict the reaction yield, written as a fraction of the theoretical maximum amount of product (1.0 means a 100% yield; for example, 0.34 means a 34% yield). (1) The reactants are [Cl:1][C:2]1[N:7]=[C:6]([C:8]#[CH:9])[C:5]([O:10][CH3:11])=[CH:4][CH:3]=1.[I-].[NH2:13][N+:14]1[CH:19]=[CH:18][CH:17]=[CH:16][CH:15]=1.C1CCN2C(=NCCC2)CC1.O. The catalyst is CC#N. The product is [Cl:1][C:2]1[N:7]=[C:6]([C:8]2[CH:9]=[C:15]3[CH:16]=[CH:17][CH:18]=[CH:19][N:14]3[N:13]=2)[C:5]([O:10][CH3:11])=[CH:4][CH:3]=1. The yield is 0.450. (2) The reactants are [O:1]1[C:5]2[CH:6]=[CH:7][C:8]([C:10]3([C:13]([NH:15][C:16]4[CH:17]=[C:18]5[C:22](=[CH:23][CH:24]=4)[N:21]([CH2:25][CH2:26]Cl)[CH:20]([C:28]([CH3:31])([CH3:30])[CH3:29])[CH2:19]5)=[O:14])[CH2:12][CH2:11]3)=[CH:9][C:4]=2[O:3][CH2:2]1.[C-:32]#[N:33].[Na+]. The catalyst is C(O)C.O. The product is [O:1]1[C:5]2[CH:6]=[CH:7][C:8]([C:10]3([C:13]([NH:15][C:16]4[CH:17]=[C:18]5[C:22](=[CH:23][CH:24]=4)[N:21]([CH2:25][CH2:26][C:32]#[N:33])[CH:20]([C:28]([CH3:31])([CH3:30])[CH3:29])[CH2:19]5)=[O:14])[CH2:12][CH2:11]3)=[CH:9][C:4]=2[O:3][CH2:2]1. The yield is 0.770. (3) The reactants are [OH:1][C:2]1[CH:11]=[CH:10][C:5]2[C:6](=[O:9])[CH2:7][O:8][C:4]=2[C:3]=1[CH2:12][N:13]1[CH2:18][CH2:17][NH:16][C:15](=[O:19])[CH2:14]1.[NH:20]1[C:28]2[C:23](=[CH:24][CH:25]=[CH:26][N:27]=2)[C:22]([CH:29]=O)=[CH:21]1.N1CCCCC1. The catalyst is C(O)(C)C. The product is [NH:20]1[C:28]2=[N:27][CH:26]=[CH:25][CH:24]=[C:23]2[C:22](/[CH:29]=[C:7]2\[O:8][C:4]3[C:3]([CH2:12][N:13]4[CH2:18][CH2:17][NH:16][C:15](=[O:19])[CH2:14]4)=[C:2]([OH:1])[CH:11]=[CH:10][C:5]=3[C:6]\2=[O:9])=[CH:21]1. The yield is 0.720. (4) The reactants are [CH3:1][CH2:2][C@H:3]1[O:18][C:16](=[O:17])[C@H:15]([CH3:19])[C@@H:14]([O:20][C@@H:21]2[O:26][C@@H:25]([CH3:27])[C@H:24]([OH:28])[C@@:23]([O:30][CH3:31])([CH3:29])[CH2:22]2)[C@H:13]([CH3:32])[C@@H:12]([O:33][C@@H:34]2[O:39][C@H:38]([CH3:40])[CH2:37][C@H:36]([N:41]([CH3:43])[CH3:42])[C@H:35]2[OH:44])[C@@:11](O)([CH3:45])[CH2:10][C@@H:9]([CH3:47])[C:7](=[O:8])[C@H:6]([CH3:48])[C@@H:5]([OH:49])[C@@:4]1([OH:51])[CH3:50].C(=O)([O-])O.[Na+]. The catalyst is C(O)(=O)C. The product is [CH3:1][CH2:2][C@H:3]1[O:18][C:16](=[O:17])[C@H:15]([CH3:19])[C@@H:14]([O:20][C@@H:21]2[O:26][C@@H:25]([CH3:27])[C@H:24]([OH:28])[C@@:23]([O:30][CH3:31])([CH3:29])[CH2:22]2)[C@H:13]([CH3:32])[C@@H:12]([O:33][C@@H:34]2[O:39][C@H:38]([CH3:40])[CH2:37][C@H:36]([N:41]([CH3:42])[CH3:43])[C@H:35]2[OH:44])[C@:11]2([CH3:45])[O:8][C:7](=[C:9]([CH3:47])[CH2:10]2)[C@H:6]([CH3:48])[C@@H:5]([OH:49])[C@@:4]1([OH:51])[CH3:50]. The yield is 0.630. (5) The reactants are N[C:2]1[CH:11]=[C:10](Cl)[CH:9]=[CH:8][C:3]=1[C:4]([NH:6][CH3:7])=[O:5].[ClH:13]. The catalyst is N1C=CC=CC=1. The product is [Cl:13][C:9]1[CH:10]=[CH:11][CH:2]=[C:3]([CH:8]=1)[C:4]([NH:6][CH3:7])=[O:5]. The yield is 0.510. (6) The yield is 0.780. The product is [CH2:1]([C:5]1[CH2:10][CH2:9][CH2:8][CH2:7][CH:6]=1)[CH:2]([CH3:4])[CH3:3]. No catalyst specified. The reactants are [CH2:1]([C:5]1(O)[CH2:10][CH2:9][CH2:8][CH2:7][CH2:6]1)[CH:2]([CH3:4])[CH3:3].P(=O)(O)(O)O. (7) The reactants are [Cl:1][C:2]1[CH:7]=[CH:6][CH:5]=[CH:4][C:3]=1[N:8]1[C:12]([S:13][C:14]2[CH:19]=[CH:18][C:17]([CH3:20])=[CH:16][N:15]=2)=[CH:11][C:10]([C:21](OCC)=[O:22])=[N:9]1.[H-].C([Al+]CC(C)C)C(C)C.[OH-].[Na+]. The catalyst is O1CCCC1.C1(C)C=CC=CC=1. The product is [Cl:1][C:2]1[CH:7]=[CH:6][CH:5]=[CH:4][C:3]=1[N:8]1[C:12]([S:13][C:14]2[CH:19]=[CH:18][C:17]([CH3:20])=[CH:16][N:15]=2)=[CH:11][C:10]([CH:21]=[O:22])=[N:9]1. The yield is 0.800.